From a dataset of Reaction yield outcomes from USPTO patents with 853,638 reactions. Predict the reaction yield, written as a fraction of the theoretical maximum amount of product (1.0 means a 100% yield; for example, 0.34 means a 34% yield). (1) The reactants are [CH2:1]([O:8][C:9]1[CH:10]=[C:11]([CH:17]([C:19]2[CH:24]=[CH:23][C:22]([O:25][CH3:26])=[C:21]([O:27][CH2:28][CH3:29])[CH:20]=2)[OH:18])[CH:12]=[CH:13][C:14]=1[O:15][CH3:16])[C:2]1[CH:7]=[CH:6][CH:5]=[CH:4][CH:3]=1. The catalyst is C(Cl)Cl.O=[Mn]=O. The product is [CH2:1]([O:8][C:9]1[CH:10]=[C:11]([C:17]([C:19]2[CH:24]=[CH:23][C:22]([O:25][CH3:26])=[C:21]([O:27][CH2:28][CH3:29])[CH:20]=2)=[O:18])[CH:12]=[CH:13][C:14]=1[O:15][CH3:16])[C:2]1[CH:3]=[CH:4][CH:5]=[CH:6][CH:7]=1. The yield is 1.00. (2) The reactants are [CH3:1][O:2][CH2:3][CH2:4][NH:5][C:6]([C:8]1[C:17]([O:18][CH2:19][C:20]2[CH:25]=[CH:24][CH:23]=[CH:22][CH:21]=2)=[C:16]2[C:11]([CH:12]=[C:13]([CH2:26][C:27]3[CH:32]=[CH:31][C:30]([F:33])=[CH:29][CH:28]=3)[CH:14]=[N:15]2)=[C:10](I)[N:9]=1)=[O:7].[C:35]([NH2:38])(=[O:37])[CH3:36].C(=O)([O-])[O-].[Cs+].[Cs+].[Cl-].[NH4+]. The catalyst is C([O-])(=O)C.[Pd+2].C([O-])(=O)C.O.C(OCC)(=O)C.O1CCOCC1. The product is [CH3:1][O:2][CH2:3][CH2:4][NH:5][C:6]([C:8]1[C:17]([O:18][CH2:19][C:20]2[CH:25]=[CH:24][CH:23]=[CH:22][CH:21]=2)=[C:16]2[C:11]([CH:12]=[C:13]([CH2:26][C:27]3[CH:32]=[CH:31][C:30]([F:33])=[CH:29][CH:28]=3)[CH:14]=[N:15]2)=[C:10]([NH:38][C:35](=[O:37])[CH3:36])[N:9]=1)=[O:7]. The yield is 0.809. (3) The reactants are [S:1]1[CH:5]=[CH:4][C:3](B(O)O)=[CH:2]1.[NH2:9][C:10]1[N:11]=[C:12]([N:21]2[CH2:26][CH2:25][N:24]([C:27](=[O:37])[CH2:28][O:29][C:30]3[CH:35]=[CH:34][C:33]([Cl:36])=[CH:32][CH:31]=3)[CH2:23][CH2:22]2)[C:13]2[N:19]=[C:18](Cl)[CH:17]=[CH:16][C:14]=2[N:15]=1. No catalyst specified. The product is [NH2:9][C:10]1[N:11]=[C:12]([N:21]2[CH2:22][CH2:23][N:24]([C:27](=[O:37])[CH2:28][O:29][C:30]3[CH:35]=[CH:34][C:33]([Cl:36])=[CH:32][CH:31]=3)[CH2:25][CH2:26]2)[C:13]2[N:19]=[C:18]([C:3]3[CH:4]=[CH:5][S:1][CH:2]=3)[CH:17]=[CH:16][C:14]=2[N:15]=1. The yield is 0.670. (4) The reactants are O[CH2:2][CH:3]1[N:8]([C:9](=[O:21])[NH:10][C:11]2[CH:16]=[CH:15][CH:14]=[C:13]([C:17]([F:20])([F:19])[F:18])[CH:12]=2)[CH2:7][CH2:6][N:5]([C:22]([O:24][C:25]([CH3:28])([CH3:27])[CH3:26])=[O:23])[CH2:4]1.C1(P(C2C=CC=CC=2)C2C=CC=CC=2)C=CC=CC=1.N(C(OCC)=O)=NC(OCC)=O.C1(C)C=CC=CC=1.O. The catalyst is CN(C)C=O. The product is [O:21]=[C:9]1[N:8]2[CH2:7][CH2:6][N:5]([C:22]([O:24][C:25]([CH3:27])([CH3:26])[CH3:28])=[O:23])[CH2:4][CH:3]2[CH2:2][N:10]1[C:11]1[CH:16]=[CH:15][CH:14]=[C:13]([C:17]([F:19])([F:18])[F:20])[CH:12]=1. The yield is 0.992. (5) The reactants are [Cl:1][C:2]1[CH:7]=[C:6]([CH2:8][C:9]([O:11][CH3:12])=[O:10])[CH:5]=[CH:4][C:3]=1[C:13]1[C:18]([F:19])=[CH:17][C:16]([OH:20])=[CH:15][C:14]=1[F:21].[F:22][C:23]([F:42])([F:41])[S:24](N(C1C=CC=CC=1)[S:24]([C:23]([F:42])([F:41])[F:22])(=[O:26])=[O:25])(=[O:26])=[O:25].C(=O)([O-])[O-].[K+].[K+]. The catalyst is C1COCC1. The product is [Cl:1][C:2]1[CH:7]=[C:6]([CH2:8][C:9]([O:11][CH3:12])=[O:10])[CH:5]=[CH:4][C:3]=1[C:13]1[C:18]([F:19])=[CH:17][C:16]([O:20][S:24]([C:23]([F:42])([F:41])[F:22])(=[O:26])=[O:25])=[CH:15][C:14]=1[F:21]. The yield is 0.492. (6) The reactants are [ClH:1].FC1C=C(NC(=O)CC(NC2C=CC(F)=CC=2)=O)C=CC=1[O:9][C:10]1[C:15]2=[C:16](C)[C:17](OCCN3CCOCC3)=[CH:18][N:14]2[N:13]=[CH:12][N:11]=1. The catalyst is C(N)=O. The product is [Cl:1][C:16]1[CH:17]=[CH:18][N:14]2[C:15]=1[C:10](=[O:9])[NH:11][CH:12]=[N:13]2. The yield is 0.670. (7) The reactants are [Br:1][C:2]1[N:6](S(C2C=CC=CC=2)(=O)=O)[CH:5]=[C:4]([CH2:16][N:17]([CH3:25])[C:18](=[O:24])[O:19][C:20]([CH3:23])([CH3:22])[CH3:21])[CH:3]=1.O. The catalyst is O1CCCC1.CO.[OH-].[Na+]. The product is [Br:1][C:2]1[NH:6][CH:5]=[C:4]([CH2:16][N:17]([CH3:25])[C:18](=[O:24])[O:19][C:20]([CH3:21])([CH3:22])[CH3:23])[CH:3]=1. The yield is 0.610.